This data is from Full USPTO retrosynthesis dataset with 1.9M reactions from patents (1976-2016). The task is: Predict the reactants needed to synthesize the given product. (1) Given the product [OH:1][C:2]([CH3:24])([CH3:23])[CH2:3][O:4][C:5]1[CH:10]=[CH:9][C:8]([N:11]2[CH:16]=[CH:15][C:14]([C:26]3[CH:27]=[CH:28][C:29]([O:32][C:33]([F:37])([F:38])[CH:34]([F:36])[F:35])=[CH:30][CH:31]=3)=[CH:13][C:12]2=[O:20])=[CH:7][C:6]=1[O:21][CH3:22], predict the reactants needed to synthesize it. The reactants are: [OH:1][C:2]([CH3:24])([CH3:23])[CH2:3][O:4][C:5]1[CH:10]=[CH:9][C:8]([N:11]2[CH:16]=[CH:15][C:14](B(O)O)=[CH:13][C:12]2=[O:20])=[CH:7][C:6]=1[O:21][CH3:22].Br[C:26]1[CH:31]=[CH:30][C:29]([O:32][C:33]([F:38])([F:37])[CH:34]([F:36])[F:35])=[CH:28][CH:27]=1.P([O-])([O-])([O-])=O.[K+].[K+].[K+]. (2) Given the product [N+:8]([C:6]1[CH:5]=[CH:4][C:3]2[NH:23][CH2:22][CH2:16][O:19][C:2]=2[CH:7]=1)([O-:10])=[O:9], predict the reactants needed to synthesize it. The reactants are: N[C:2]1[CH:7]=[C:6]([N+:8]([O-:10])=[O:9])[CH:5]=[CH:4][C:3]=1O.BrCCBr.[C:16]([O-:19])([O-])=O.[K+].[K+].[CH3:22][N:23](C=O)C. (3) Given the product [Br:1][C:2]1[CH:11]=[C:10]2[C:5]([C:6]([CH3:14])([CH3:13])[CH2:7][CH:8]=[C:9]2[C:15]([CH3:18])([CH3:17])[CH3:16])=[CH:4][CH:3]=1, predict the reactants needed to synthesize it. The reactants are: [Br:1][C:2]1[CH:11]=[C:10]2[C:5]([C:6]([CH3:14])([CH3:13])[CH2:7][CH2:8][C:9]2=O)=[CH:4][CH:3]=1.[C:15]([Mg]Cl)([CH3:18])([CH3:17])[CH3:16].C1(C)C=CC(S(O)(=O)=O)=CC=1. (4) Given the product [NH:1]1[C:5]2[CH:6]=[CH:7][C:8]([C:10]([N:27]3[C@@H:28]4[C@@H:23]([C:22]5[CH:31]=[CH:32][C:19]([C:13]6[CH:18]=[CH:17][CH:16]=[CH:15][CH:14]=6)=[CH:20][C:21]=5[CH2:30][CH2:29]4)[CH2:24][CH2:25][CH2:26]3)=[O:12])=[CH:9][C:4]=2[N:3]=[CH:2]1, predict the reactants needed to synthesize it. The reactants are: [NH:1]1[C:5]2[CH:6]=[CH:7][C:8]([C:10]([OH:12])=O)=[CH:9][C:4]=2[N:3]=[CH:2]1.[C:13]1([C:19]2[CH:32]=[CH:31][C:22]3[C@@H:23]4[C@H:28]([CH2:29][CH2:30][C:21]=3[CH:20]=2)[NH:27][CH2:26][CH2:25][CH2:24]4)[CH:18]=[CH:17][CH:16]=[CH:15][CH:14]=1. (5) Given the product [C:3]1([C@@H:9]([NH:11][C@H:12]2[CH2:17][CH2:16][CH2:15][CH2:14][C@@H:13]2[CH2:18][OH:19])[CH3:10])[CH:8]=[CH:7][CH:6]=[CH:5][CH:4]=1, predict the reactants needed to synthesize it. The reactants are: [BH4-].[Li+].[C:3]1([C@@H:9]([NH:11][C@H:12]2[CH2:17][CH2:16][CH2:15][CH2:14][C@@H:13]2[C:18](OCC)=[O:19])[CH3:10])[CH:8]=[CH:7][CH:6]=[CH:5][CH:4]=1.C(O)(=O)C.[OH-].[Na+]. (6) The reactants are: [NH:1]1[CH2:6][CH2:5][CH:4]([NH:7][C:8](=[O:14])[O:9][C:10]([CH3:13])([CH3:12])[CH3:11])[CH2:3][CH2:2]1.[CH3:15][C:16]1[C:24]2[CH2:23][O:22][C:21](=[O:25])[C:20]=2[CH:19]=[CH:18][C:17]=1[CH2:26][CH:27]=O.C([BH3-])#N.[Na+].C(O)(=O)C. Given the product [CH3:15][C:16]1[C:24]2[CH2:23][O:22][C:21](=[O:25])[C:20]=2[CH:19]=[CH:18][C:17]=1[CH2:26][CH2:27][N:1]1[CH2:2][CH2:3][CH:4]([NH:7][C:8](=[O:14])[O:9][C:10]([CH3:11])([CH3:13])[CH3:12])[CH2:5][CH2:6]1, predict the reactants needed to synthesize it. (7) Given the product [O:19]1[C:13]2[CH:12]=[CH:11][C:10]([C:7]3[S:6][C:5]([NH:4][C:1](=[O:3])[CH3:2])=[N:9][CH:8]=3)=[CH:27][C:14]=2[CH2:15][NH:16][CH2:17][CH2:18]1, predict the reactants needed to synthesize it. The reactants are: [C:1]([NH:4][C:5]1[S:6][C:7]([C:10]2[CH:11]=[CH:12][C:13]3[O:19][CH2:18][CH2:17][N:16](C(OC(C)(C)C)=O)[CH2:15][C:14]=3[CH:27]=2)=[CH:8][N:9]=1)(=[O:3])[CH3:2].Cl.